This data is from Peptide-MHC class I binding affinity with 185,985 pairs from IEDB/IMGT. The task is: Regression. Given a peptide amino acid sequence and an MHC pseudo amino acid sequence, predict their binding affinity value. This is MHC class I binding data. (1) The peptide sequence is HPYVFCALL. The binding affinity (normalized) is 0.0847. The MHC is HLA-B27:03 with pseudo-sequence HLA-B27:03. (2) The peptide sequence is EQKGIQAWW. The MHC is HLA-B08:01 with pseudo-sequence HLA-B08:01. The binding affinity (normalized) is 0.0847. (3) The peptide sequence is YQLWTALISL. The MHC is HLA-B15:01 with pseudo-sequence HLA-B15:01. The binding affinity (normalized) is 0.840.